Predict the product of the given reaction. From a dataset of Forward reaction prediction with 1.9M reactions from USPTO patents (1976-2016). (1) The product is: [C:6]([CH:4]([CH:2]([C:1]([OH:10])=[O:9])[OH:3])[OH:5])([OH:8])=[O:7].[Cl:11][C:12]1[CH:30]=[C:29]([Cl:31])[CH:28]=[CH:27][C:13]=1[CH2:14][N:15]([CH2:22][C:23]1([F:26])[CH2:24][CH2:25]1)[CH:16]1[CH2:17][CH2:18][NH:19][CH2:20][CH2:21]1. Given the reactants [C:1]([OH:10])(=[O:9])[C@@H:2]([C@H:4]([C:6]([OH:8])=[O:7])[OH:5])[OH:3].[Cl:11][C:12]1[CH:30]=[C:29]([Cl:31])[CH:28]=[CH:27][C:13]=1[CH2:14][N:15]([CH2:22][C:23]1([F:26])[CH2:25][CH2:24]1)[CH:16]1[CH2:21][CH2:20][NH:19][CH2:18][CH2:17]1, predict the reaction product. (2) The product is: [O:17]=[C:13]1[CH2:12][CH2:11][CH2:10][C:9]2[CH:8]=[C:7](/[CH:22]=[CH:21]/[C:20]([O:24][CH3:25])=[O:23])[CH:16]=[CH:15][C:14]1=2. Given the reactants FC(F)(F)S(O[C:7]1[CH:16]=[CH:15][C:14]2[C:13](=[O:17])[CH2:12][CH2:11][CH2:10][C:9]=2[CH:8]=1)(=O)=O.[C:20]([O:24][CH3:25])(=[O:23])[CH:21]=[CH2:22].C1(P(C2C=CC=CC=2)CCCP(C2C=CC=CC=2)C2C=CC=CC=2)C=CC=CC=1.C(N(CC)CC)C, predict the reaction product. (3) Given the reactants C([O:3][C:4]([C@H:6]1[CH2:11][CH2:10][C@H:9]([O:12][C:13]2[N:18]=[CH:17][CH:16]=[CH:15][N:14]=2)[CH2:8][CH2:7]1)=[O:5])C.[OH-].[Na+], predict the reaction product. The product is: [N:14]1[CH:15]=[CH:16][CH:17]=[N:18][C:13]=1[O:12][C@H:9]1[CH2:8][CH2:7][C@H:6]([C:4]([OH:5])=[O:3])[CH2:11][CH2:10]1. (4) The product is: [O:41]=[C:40]1[N:38]([O:33][CH2:26][CH:25]=[CH2:24])[CH:5]2[CH2:4][N:3]1[N:2]([C:20](=[S:21])[NH:19][C:13]1[CH:18]=[CH:17][CH:16]=[CH:15][CH:14]=1)[C:11]1[CH:10]=[CH:9][CH:8]=[CH:7][C:6]=12. Given the reactants Cl.[N:2]1[C:11]2[C:6](=[CH:7][CH:8]=[CH:9][CH:10]=2)[C:5](O)=[CH:4][N:3]=1.[C:13]1([N:19]=[C:20]=[S:21])[CH:18]=[CH:17][CH:16]=[CH:15][CH:14]=1.[H-].[Na+].[CH3:24][CH2:25][CH2:26][CH2:24][CH2:25][CH2:26]C.CC[O:33]C(C)=[O:33].C[N:38]([CH:40]=[O:41])C, predict the reaction product. (5) Given the reactants O[Li].O.C[O:5][C:6]([C:8]1[N:9]=[CH:10][N:11]([C:13]2[CH:18]=[CH:17][CH:16]=[CH:15][CH:14]=2)[CH:12]=1)=[O:7].CO.O, predict the reaction product. The product is: [C:13]1([N:11]2[CH:12]=[C:8]([C:6]([OH:7])=[O:5])[N:9]=[CH:10]2)[CH:14]=[CH:15][CH:16]=[CH:17][CH:18]=1. (6) Given the reactants [CH3:1][O:2][C:3]1[C:8]([N+:9]([O-:11])=[O:10])=[CH:7][C:6]([CH2:12][C:13]([OH:15])=O)=[CH:5][CH:4]=1.O.ON1[C:22]2[CH:23]=[CH:24][CH:25]=[CH:26][C:21]=2N=N1.Cl.[CH3:28][N:29]([CH3:38])[CH2:30][CH2:31][CH2:32]N=C=NCC.[CH:39]([N:42](CC)[CH:43](C)C)(C)C, predict the reaction product. The product is: [CH3:1][O:2][C:3]1[C:8]([N+:9]([O-:11])=[O:10])=[CH:7][C:6]([CH2:12][C:13]([N:42]([CH3:43])[C@@H:39]([C:21]2[CH:26]=[CH:25][CH:24]=[CH:23][CH:22]=2)[CH2:38][N:29]2[CH2:28][CH2:32][CH2:31][CH2:30]2)=[O:15])=[CH:5][CH:4]=1. (7) Given the reactants [CH3:1][C:2]([CH3:19])([OH:18])[CH2:3][NH:4][C:5]1[C:14]2[C:9](=[CH:10][CH:11]=[CH:12][N:13]=2)[N:8]=[CH:7][C:6]=1[N+:15]([O-])=O.[H][H], predict the reaction product. The product is: [CH3:1][C:2]([CH3:19])([OH:18])[CH2:3][NH:4][C:5]1[C:14]2[C:9](=[CH:10][CH:11]=[CH:12][N:13]=2)[N:8]=[CH:7][C:6]=1[NH2:15].